Dataset: Forward reaction prediction with 1.9M reactions from USPTO patents (1976-2016). Task: Predict the product of the given reaction. (1) Given the reactants Cl.[CH2:2]([O:9][P:10]([CH2:19][C@H:20]([OH:23])[CH2:21][NH2:22])([CH2:12][CH:13]1[CH2:18][CH2:17][CH2:16][CH2:15][CH2:14]1)=[O:11])[C:3]1[CH:8]=[CH:7][CH:6]=[CH:5][CH:4]=1.OC1C2N=NNC=2C=CC=1.[C:34]([NH:44][C@H:45]([C:49](O)=[O:50])[CH:46]([CH3:48])[CH3:47])([O:36][CH2:37][C:38]1[CH:43]=[CH:42][CH:41]=[CH:40][CH:39]=1)=[O:35].C(N(CC)CC)C.Cl.CN(C)CCCN=C=NCC, predict the reaction product. The product is: [CH2:2]([O:9][P:10]([CH2:19][C@H:20]([OH:23])[CH2:21][NH:22][C:49](=[O:50])[C@@H:45]([NH:44][C:34]([O:36][CH2:37][C:38]1[CH:39]=[CH:40][CH:41]=[CH:42][CH:43]=1)=[O:35])[CH:46]([CH3:48])[CH3:47])([CH2:12][CH:13]1[CH2:18][CH2:17][CH2:16][CH2:15][CH2:14]1)=[O:11])[C:3]1[CH:4]=[CH:5][CH:6]=[CH:7][CH:8]=1. (2) Given the reactants [Cl:1][C:2]1[N:3]=[C:4](Cl)[C:5]2[CH:10]=[CH:9][N:8]([CH3:11])[C:6]=2[N:7]=1.[OH-:13].[K+].Cl, predict the reaction product. The product is: [Cl:1][C:2]1[NH:3][C:4](=[O:13])[C:5]2[CH:10]=[CH:9][N:8]([CH3:11])[C:6]=2[N:7]=1. (3) Given the reactants [N+:1]([C:4]1[CH:9]=[CH:8][C:7]([OH:10])=[CH:6][CH:5]=1)([O-:3])=[O:2].[CH2:11](Br)[CH:12]=[CH2:13].C(=O)([O-])[O-].[K+].[K+].CN(C)C=O, predict the reaction product. The product is: [N+:1]([C:4]1[CH:9]=[CH:8][C:7]([O:10][CH2:13][CH:12]=[CH2:11])=[CH:6][CH:5]=1)([O-:3])=[O:2].